This data is from Reaction yield outcomes from USPTO patents with 853,638 reactions. The task is: Predict the reaction yield, written as a fraction of the theoretical maximum amount of product (1.0 means a 100% yield; for example, 0.34 means a 34% yield). (1) The reactants are F[C:2]1[CH:10]=[CH:9][CH:8]=[C:7](F)[C:3]=1[C:4]([OH:6])=[O:5].[Li][CH:13]([CH2:15][CH3:16])[CH3:14]. No catalyst specified. The product is [CH:13]([C:2]1[CH:10]=[CH:9][CH:8]=[C:7]([CH:2]([CH2:3][CH3:4])[CH3:10])[C:3]=1[C:4]([OH:6])=[O:5])([CH2:15][CH3:16])[CH3:14]. The yield is 0.550. (2) The reactants are Br[C:2]1[C:11]2[C:6](=[C:7]([F:12])[CH:8]=[CH:9][CH:10]=2)[N:5]=[C:4]([C:13]([NH:15][C@H:16]2[CH2:21][CH2:20][O:19][CH2:18][C@@H:17]2[OH:22])=[O:14])[CH:3]=1.C([O-])(=O)C.[K+].[B:28]1([B:28]2[O:32][C:31]([CH3:34])([CH3:33])[C:30]([CH3:36])([CH3:35])[O:29]2)[O:32][C:31]([CH3:34])([CH3:33])[C:30]([CH3:36])([CH3:35])[O:29]1. The catalyst is [Pd].C1C=CC(P(C2C=CC=CC=2)[C-]2C=CC=C2)=CC=1.C1C=CC(P(C2C=CC=CC=2)[C-]2C=CC=C2)=CC=1.Cl[Pd]Cl.[Fe+2].C(Cl)Cl. The product is [F:12][C:7]1[CH:8]=[CH:9][CH:10]=[C:11]2[C:6]=1[N:5]=[C:4]([C:13]([NH:15][C@H:16]1[CH2:21][CH2:20][O:19][CH2:18][C@@H:17]1[OH:22])=[O:14])[CH:3]=[C:2]2[B:28]1[O:32][C:31]([CH3:34])([CH3:33])[C:30]([CH3:36])([CH3:35])[O:29]1. The yield is 0.440. (3) The reactants are O.O.C([O-])(=O)C.[Li+].[Si:8]([O:15][C@@H:16]1[N:22]([C:23]([O:25][CH2:26][CH:27]=[CH2:28])=[O:24])[C:21]2[CH:29]=[C:30]([O:35][Si](C(C)C)(C(C)C)C(C)C)[C:31]([O:33][CH3:34])=[CH:32][C:20]=2[C:19](=[O:46])[N:18]2[CH:47]=[C:48](/[CH:50]=[CH:51]/[CH3:52])[CH2:49][C@@H:17]12)([C:11]([CH3:14])([CH3:13])[CH3:12])([CH3:10])[CH3:9]. The catalyst is CN(C=O)C.C(OCC)(=O)C. The product is [Si:8]([O:15][C@@H:16]1[N:22]([C:23]([O:25][CH2:26][CH:27]=[CH2:28])=[O:24])[C:21]2[CH:29]=[C:30]([OH:35])[C:31]([O:33][CH3:34])=[CH:32][C:20]=2[C:19](=[O:46])[N:18]2[CH:47]=[C:48](/[CH:50]=[CH:51]/[CH3:52])[CH2:49][C@@H:17]12)([C:11]([CH3:14])([CH3:13])[CH3:12])([CH3:9])[CH3:10]. The yield is 0.450. (4) The reactants are [CH:1]1([CH2:6][C@H:7]([N:11]2[CH2:19][C:18]3[C:13](=[CH:14][CH:15]=[CH:16][C:17]=3[C:20]([F:23])([F:22])[F:21])[C:12]2=[O:24])[C:8](O)=[O:9])[CH2:5][CH2:4][CH2:3][CH2:2]1.C(Cl)(=O)C(Cl)=O.[CH3:31][C:32]1([CH3:44])[O:36][C@@H:35]([C:37]2[N:38]=[CH:39][C:40]([NH2:43])=[N:41][CH:42]=2)[CH2:34][O:33]1.N1C(C)=CC=CC=1C. The catalyst is C(Cl)Cl.CN(C)C=O. The product is [CH:1]1([CH2:6][C@H:7]([N:11]2[CH2:19][C:18]3[C:13](=[CH:14][CH:15]=[CH:16][C:17]=3[C:20]([F:21])([F:22])[F:23])[C:12]2=[O:24])[C:8]([NH:43][C:40]2[CH:39]=[N:38][C:37]([C@H:35]3[CH2:34][O:33][C:32]([CH3:44])([CH3:31])[O:36]3)=[CH:42][N:41]=2)=[O:9])[CH2:2][CH2:3][CH2:4][CH2:5]1. The yield is 0.410. (5) The catalyst is C(Cl)Cl. The product is [Br:28][C:12]1[CH:13]=[C:14]([C:15]2[N:16]=[CH:17][S:18][C:19]=2[C:20]2[CH:25]=[CH:24][CH:23]=[C:22]([Cl:26])[C:21]=2[Cl:27])[C:9]([NH2:8])=[N:10][CH:11]=1. The reactants are COC1C=CC(C[NH:8][C:9]2[C:14]([C:15]3[N:16]=[CH:17][S:18][C:19]=3[C:20]3[CH:25]=[CH:24][CH:23]=[C:22]([Cl:26])[C:21]=3[Cl:27])=[CH:13][C:12]([Br:28])=[CH:11][N:10]=2)=CC=1.C(O)(C(F)(F)F)=O. The yield is 0.0200. (6) The reactants are [CH3:1][O:2][CH2:3][CH2:4][CH2:5][CH2:6][CH2:7][CH2:8][CH2:9][CH2:10][CH2:11][OH:12].C([O-])(=O)C.[Na+].[Cr](O[Cr]([O-])(=O)=O)([O-])(=O)=O.[NH+]1C=CC=CC=1.[NH+]1C=CC=CC=1. The catalyst is ClCCl. The product is [CH3:1][O:2][CH2:3][CH2:4][CH2:5][CH2:6][CH2:7][CH2:8][CH2:9][CH2:10][CH:11]=[O:12]. The yield is 0.544. (7) The reactants are [CH:1]1([C:4]([N:6]2[CH2:11][CH2:10][N:9]([C:12]3[CH:17]=[CH:16][CH:15]=[C:14]([C:18]4[N:22]([CH3:23])[C:21]5[CH:24]=[CH:25][CH:26]=[CH:27][C:20]=5[N:19]=4)[CH:13]=3)[CH2:8][CH2:7]2)=O)[CH2:3][CH2:2]1.S(C)C. The catalyst is C1COCC1. The product is [CH:1]1([CH2:4][N:6]2[CH2:7][CH2:8][N:9]([C:12]3[CH:13]=[C:14]([C:18]4[N:22]([CH3:23])[C:21]5[CH:24]=[CH:25][CH:26]=[CH:27][C:20]=5[N:19]=4)[CH:15]=[CH:16][CH:17]=3)[CH2:10][CH2:11]2)[CH2:3][CH2:2]1. The yield is 0.320.